This data is from Experimentally validated miRNA-target interactions with 360,000+ pairs, plus equal number of negative samples. The task is: Binary Classification. Given a miRNA mature sequence and a target amino acid sequence, predict their likelihood of interaction. (1) The miRNA is hsa-miR-15b-5p with sequence UAGCAGCACAUCAUGGUUUACA. The protein sequence of the target gene is MTELRQRVAHEPVAPPEDKESESEAKVDGETASDSESRAESAPLPVSADDTPEVLNRALSNLSSRWKNWWVRGILTLAMIAFFFIIIYLGPMVLMIIVMCVQIKCFHEIITIGYNVYHSYDLPWFRTLSWYFLLCVNYFFYGETVTDYFFTLVQREEPLRILSKYHRFISFTLYLIGFCMFVLSLVKKHYRLQFYMFGWTHVTLLIVVTQSHLVIHNLFEGMIWFIVPISCVICNDIMAYMFGFFFGRTPLIKLSPKKTWEGFIGGFFATVVFGLLLSYVMSGYRCFVCPVEYNNDTNSF.... Result: 1 (interaction). (2) The miRNA is hsa-miR-1468-3p with sequence AGCAAAAUAAGCAAAUGGAAAA. The protein sequence of the target gene is MSRSPDAKEDPVECPLCMEPLEIDDINFFPCTCGYQICRFCWHRIRTDENGLCPACRKPYPEDPAVYKPLSQEELQRIKNEKKQKQNERKQKISENRKHLASVRVVQKNLVFVVGLSQRLADPEVLKRPEYFGKFGKIHKVVINNSTSYAGSQGPSASAYVTYIRSEDALRAIQCVNNVVVDGRTLKASLGTTKYCSYFLKNMQCPKPDCMYLHELGDEAASFTKEEMQAGKHQEYEQKLLQELYKLNPNFLQLSTGSVDKNKNKVTPLQRYDTPIDKPSDSLSIGNGDNSQQISNSDTP.... Result: 1 (interaction).